Dataset: Catalyst prediction with 721,799 reactions and 888 catalyst types from USPTO. Task: Predict which catalyst facilitates the given reaction. (1) Reactant: [CH2:1]([O:8][C:9]1[CH:10]=[C:11]([S:15][C:16]2[CH:42]=[CH:41][C:19]([C:20]([NH:22][NH:23][C:24]([C@@:26]3([CH3:40])[CH2:30][O:29][C:28]([CH3:32])([CH3:31])[N:27]3[C:33]([O:35][C:36]([CH3:39])([CH3:38])[CH3:37])=[O:34])=[O:25])=[O:21])=[CH:18][C:17]=2C(F)(F)F)[CH:12]=[CH:13][CH:14]=1)[C:2]1[CH:7]=[CH:6][CH:5]=[CH:4][CH:3]=1.C(OC1C=C(SC2C=CC(C(NN)=O)=C([Cl:72])C=2)C=CC=1)C1C=CC=CC=1. Product: [CH2:1]([O:8][C:9]1[CH:10]=[C:11]([S:15][C:16]2[CH:42]=[CH:41][C:19]([C:20]([NH:22][NH:23][C:24]([C@@:26]3([CH3:40])[CH2:30][O:29][C:28]([CH3:32])([CH3:31])[N:27]3[C:33]([O:35][C:36]([CH3:39])([CH3:38])[CH3:37])=[O:34])=[O:25])=[O:21])=[C:18]([Cl:72])[CH:17]=2)[CH:12]=[CH:13][CH:14]=1)[C:2]1[CH:7]=[CH:6][CH:5]=[CH:4][CH:3]=1. The catalyst class is: 25. (2) Reactant: [F:1][C:2]1[C:7]([O:8][CH3:9])=[CH:6][CH:5]=[CH:4][C:3]=1[CH2:10][C:11]#N.[OH-:13].[Na+].[OH2:15]. Product: [F:1][C:2]1[C:7]([O:8][CH3:9])=[CH:6][CH:5]=[CH:4][C:3]=1[CH2:10][C:11]([OH:15])=[O:13]. The catalyst class is: 5.